Dataset: Full USPTO retrosynthesis dataset with 1.9M reactions from patents (1976-2016). Task: Predict the reactants needed to synthesize the given product. (1) Given the product [NH2:10][C:11]1[C:12]([F:31])=[C:13]([C:14]([F:17])=[CH:15][CH:16]=1)[C:18]([C:20]1[C:28]2[C:23](=[N:24][CH:25]=[C:26]([C:29]#[N:30])[CH:27]=2)[NH:22][CH:21]=1)=[O:19], predict the reactants needed to synthesize it. The reactants are: C(OC(=O)[NH:10][C:11]1[CH:16]=[CH:15][C:14]([F:17])=[C:13]([C:18]([C:20]2[C:28]3[C:23](=[N:24][CH:25]=[C:26]([C:29]#[N:30])[CH:27]=3)[NH:22][CH:21]=2)=[O:19])[C:12]=1[F:31])C1C=CC=CC=1.C(#N)C.C[Si](I)(C)C. (2) Given the product [F:1][C:2]1[C:11]([F:12])=[C:10]2[C:5]([CH2:6][CH2:7][CH2:8][O:9]2)=[CH:4][CH:3]=1, predict the reactants needed to synthesize it. The reactants are: [F:1][C:2]1[C:11]([F:12])=[C:10]2[C:5]([CH:6]=[CH:7][CH2:8][O:9]2)=[CH:4][CH:3]=1.FC1C=CC=C(OCC#C)C=1F.